This data is from Forward reaction prediction with 1.9M reactions from USPTO patents (1976-2016). The task is: Predict the product of the given reaction. (1) Given the reactants [Br:1][C:2]1[CH:7]=[CH:6][C:5]([CH:8]([C:20]2[CH:25]=[CH:24][CH:23]=[CH:22][C:21]=2[CH3:26])[CH2:9][C:10]([C:12]2[CH:13]=[CH:14][C:15](=[O:19])[N:16]([CH3:18])[CH:17]=2)=O)=[CH:4][CH:3]=1.Cl.[NH2:28][OH:29].C([O-])(O)=O.[Na+], predict the reaction product. The product is: [Br:1][C:2]1[CH:7]=[CH:6][C:5]([CH:8]([C:20]2[CH:25]=[CH:24][CH:23]=[CH:22][C:21]=2[CH3:26])[CH2:9]/[C:10](/[C:12]2[CH:13]=[CH:14][C:15](=[O:19])[N:16]([CH3:18])[CH:17]=2)=[N:28]\[OH:29])=[CH:4][CH:3]=1. (2) Given the reactants C(N(CC)CC)C.[Si:8]([O:15][CH2:16][C@@H:17]([C:19]1[CH:24]=[CH:23][C:22]([F:25])=[C:21]([Cl:26])[CH:20]=1)[OH:18])([C:11]([CH3:14])([CH3:13])[CH3:12])([CH3:10])[CH3:9].[CH3:27][S:28](Cl)(=[O:30])=[O:29], predict the reaction product. The product is: [CH3:27][S:28]([O:18][C@H:17]([C:19]1[CH:24]=[CH:23][C:22]([F:25])=[C:21]([Cl:26])[CH:20]=1)[CH2:16][O:15][Si:8]([C:11]([CH3:14])([CH3:13])[CH3:12])([CH3:10])[CH3:9])(=[O:30])=[O:29]. (3) Given the reactants C[O:2][C:3](=[O:10])[CH2:4][CH2:5][C:6]([CH3:9])([CH3:8])[CH3:7].[OH-].[Na+], predict the reaction product. The product is: [CH3:7][C:6]([CH3:9])([CH3:8])[CH2:5][CH2:4][C:3]([OH:10])=[O:2]. (4) Given the reactants [C:1]([C:4]1[NH:5][C:6]2[C:11]([C:12]=1[CH:13]1[C:18](=[O:19])[CH2:17][C:16]([CH3:21])([CH3:20])[CH2:15][C:14]1=O)=[CH:10][CH:9]=[CH:8][CH:7]=2)(=O)[CH3:2].C([O-])(=O)C.[NH4+:27], predict the reaction product. The product is: [CH3:20][C:16]1([CH3:21])[CH2:15][C:14]2[N:27]=[C:1]([CH3:2])[C:4]3[NH:5][C:6]4[CH:7]=[CH:8][CH:9]=[CH:10][C:11]=4[C:12]=3[C:13]=2[C:18](=[O:19])[CH2:17]1.